Dataset: Forward reaction prediction with 1.9M reactions from USPTO patents (1976-2016). Task: Predict the product of the given reaction. Given the reactants [OH:1][CH:2]([CH3:5])[C:3]#[N:4].[C:6](Cl)(=[O:10])[C:7]([Cl:9])=O.[ClH:12].C(N(CC)CC)C, predict the reaction product. The product is: [Cl:9][C:7]1[C:6](=[O:10])[O:1][C:2]([CH3:5])=[C:3]([Cl:12])[N:4]=1.